From a dataset of Full USPTO retrosynthesis dataset with 1.9M reactions from patents (1976-2016). Predict the reactants needed to synthesize the given product. (1) Given the product [I-:1].[CH3:2][O:3][C:4]1[CH:5]=[C:6]2[C:11](=[CH:12][CH:13]=1)[N:10]([CH3:14])[C:9]([C:15]1[CH:16]=[CH:17][CH:18]=[CH:19][CH:20]=1)=[N:8][C:7]2=[CH:24][C:25]1[S:26][C:27]2[CH:34]=[CH:33][CH:32]=[CH:31][C:28]=2[N+:29]=1[CH3:30], predict the reactants needed to synthesize it. The reactants are: [I-:1].[CH3:2][O:3][C:4]1[CH:5]=[C:6]2[C:11](=[CH:12][CH:13]=1)[N+:10]([CH3:14])=[C:9]([C:15]1[CH:20]=[CH:19][CH:18]=[CH:17][CH:16]=1)[N:8]=[C:7]2SC.[I-].[CH3:24][C:25]1[S:26][C:27]2[CH:34]=[CH:33][CH:32]=[CH:31][C:28]=2[N+:29]=1[CH3:30].C(N(CC)CC)C. (2) Given the product [F:1][C:2]([F:7])([F:6])[C:3]([OH:5])=[O:4].[Cl:8][C:9]1[CH:10]=[CH:11][C:12]([C:13]([N:15]2[CH2:21][C:20]3[CH:22]=[CH:23][CH:24]=[CH:25][C:19]=3[N:18]([CH2:26][CH:27]3[CH2:28][CH2:29][N:30]([CH:36]4[CH2:41][CH2:40][CH2:39][CH2:38][CH2:37]4)[CH2:31][CH2:32]3)[C:17](=[O:33])[CH2:16]2)=[O:14])=[CH:34][CH:35]=1, predict the reactants needed to synthesize it. The reactants are: [F:1][C:2]([F:7])([F:6])[C:3]([OH:5])=[O:4].[Cl:8][C:9]1[CH:35]=[CH:34][C:12]([C:13]([N:15]2[CH2:21][C:20]3[CH:22]=[CH:23][CH:24]=[CH:25][C:19]=3[N:18]([CH2:26][CH:27]3[CH2:32][CH2:31][NH:30][CH2:29][CH2:28]3)[C:17](=[O:33])[CH2:16]2)=[O:14])=[CH:11][CH:10]=1.[C:36]1(=O)[CH2:41][CH2:40][CH2:39][CH2:38][CH2:37]1.C(O)(=O)C.C(O[BH-](OC(=O)C)OC(=O)C)(=O)C.[Na+]. (3) Given the product [C:1]([C:5]1[CH:10]=[CH:9][C:8]([C:11]([C:13]2[N:14]([CH2:19][CH2:20][NH:21][C:22](=[O:28])[O:23][C:24]([CH3:27])([CH3:26])[CH3:25])[CH:15]=[CH:16][CH:17]=2)=[O:12])=[CH:7][CH:6]=1)([CH3:4])([CH3:2])[CH3:3], predict the reactants needed to synthesize it. The reactants are: [C:1]([C:5]1[CH:10]=[CH:9][C:8]([C:11]([C:13]2[NH:14][CH:15]=[CH:16][CH:17]=2)=[O:12])=[CH:7][CH:6]=1)([CH3:4])([CH3:3])[CH3:2].Br[CH2:19][CH2:20][NH:21][C:22](=[O:28])[O:23][C:24]([CH3:27])([CH3:26])[CH3:25].C([O-])([O-])=O.[Cs+].[Cs+]. (4) Given the product [CH3:1][C:2]1[S:3][C:4]([CH3:21])=[C:5]([CH2:10][C:11]2[CH:12]=[CH:13][C:14]([C:17]([F:20])([F:18])[F:19])=[CH:15][CH:16]=2)[C:6]=1[C:7]([NH:36][C:33]1([C:30]2[CH:31]=[CH:32][C:27]([C:25]([O:24][CH3:23])=[O:26])=[CH:28][CH:29]=2)[CH2:35][CH2:34]1)=[O:8], predict the reactants needed to synthesize it. The reactants are: [CH3:1][C:2]1[S:3][C:4]([CH3:21])=[C:5]([CH2:10][C:11]2[CH:16]=[CH:15][C:14]([C:17]([F:20])([F:19])[F:18])=[CH:13][CH:12]=2)[C:6]=1[C:7](O)=[O:8].[Cl-].[CH3:23][O:24][C:25]([C:27]1[CH:32]=[CH:31][C:30]([C:33]2([NH3+:36])[CH2:35][CH2:34]2)=[CH:29][CH:28]=1)=[O:26]. (5) Given the product [CH:2]1([N:7]2[C:12]3[N:13]=[C:14]([NH:18][C:19]4[CH:20]=[CH:21][C:22]([N:25]5[CH2:26][CH2:27][NH:28][CH2:29][CH2:30]5)=[CH:23][CH:24]=4)[N:15]=[C:16]([CH3:17])[C:11]=3[CH:10]=[C:9]([C:38]3[S:39][CH:40]=[CH:41][N:42]=3)[C:8]2=[O:43])[CH2:3][CH2:4][CH2:5][CH2:6]1, predict the reactants needed to synthesize it. The reactants are: [Sn].[CH:2]1([N:7]2[C:12]3[N:13]=[C:14]([NH:18][C:19]4[CH:24]=[CH:23][C:22]([N:25]5[CH2:30][CH2:29][N:28](C(OC(C)(C)C)=O)[CH2:27][CH2:26]5)=[CH:21][CH:20]=4)[N:15]=[C:16]([CH3:17])[C:11]=3[CH:10]=[C:9]([C:38]3[S:39][CH:40]=[CH:41][N:42]=3)[C:8]2=[O:43])[CH2:6][CH2:5][CH2:4][CH2:3]1. (6) Given the product [Br:23][C:24]1[CH:29]=[CH:28][C:27]([CH2:31][CH3:32])=[C:26]([CH:4]2[C:3](=[O:9])[C:2]([CH3:10])([CH3:1])[CH2:7][CH2:6][C:5]2=[O:8])[CH:25]=1, predict the reactants needed to synthesize it. The reactants are: [CH3:1][C:2]1([CH3:10])[CH2:7][CH2:6][C:5](=[O:8])[CH2:4][C:3]1=[O:9].C([O-])(=O)C.C([O-])(=O)C.C([O-])(=O)C.[Br:23][C:24]1[CH:25]=[CH:26][C:27]([CH2:31][CH3:32])=[C:28]([Pb+3])[CH:29]=1.CN(C1C=CC=CN=1)C.Cl. (7) Given the product [Cl:8][Si:9]([Cl:11])([Cl:10])[C:2]([CH2:3][CH2:4][CH2:5][CH:6]([Si:9]([Cl:11])([Cl:10])[Cl:8])[CH3:7])=[CH2:1], predict the reactants needed to synthesize it. The reactants are: [CH:1]1[CH2:7][CH2:6][CH2:5][CH:4]=[CH:3][CH:2]=1.[Cl:8][SiH:9]([Cl:11])[Cl:10].